This data is from Catalyst prediction with 721,799 reactions and 888 catalyst types from USPTO. The task is: Predict which catalyst facilitates the given reaction. (1) Reactant: [CH3:1][O:2][C:3]1[CH:41]=[CH:40][CH:39]=[CH:38][C:4]=1[CH2:5][O:6][CH2:7][CH2:8][CH2:9][O:10][C:11]1[CH:16]=[CH:15][C:14]([CH:17]2[CH2:22][CH2:21][NH:20][CH2:19][CH:18]2[O:23][CH2:24][C:25]2[C:30]3[NH:31][C:32]([C:34](OC)=[O:35])=[N:33][C:29]=3[CH:28]=[CH:27][CH:26]=2)=[CH:13][CH:12]=1.[H-].[Al+3].[Li+].[H-].[H-].[H-].C(=O)([O-])O.[Na+]. Product: [CH3:1][O:2][C:3]1[CH:41]=[CH:40][CH:39]=[CH:38][C:4]=1[CH2:5][O:6][CH2:7][CH2:8][CH2:9][O:10][C:11]1[CH:12]=[CH:13][C:14]([CH:17]2[CH2:22][CH2:21][NH:20][CH2:19][CH:18]2[O:23][CH2:24][C:25]2[C:30]3[NH:31][C:32]([CH2:34][OH:35])=[N:33][C:29]=3[CH:28]=[CH:27][CH:26]=2)=[CH:15][CH:16]=1. The catalyst class is: 7. (2) Reactant: [Br:1][C:2]1[CH:7]=[C:6]([Cl:8])[CH:5]=[CH:4][C:3]=1[OH:9].[CH3:10][O:11][CH2:12]Cl.CCN(C(C)C)C(C)C. Product: [Br:1][C:2]1[CH:7]=[C:6]([Cl:8])[CH:5]=[CH:4][C:3]=1[O:9][CH2:10][O:11][CH3:12]. The catalyst class is: 2. (3) Reactant: [Br:1][C:2]1[CH:8]=[CH:7][C:5]([NH2:6])=[CH:4][CH:3]=1.C(N(CC)CC)C.[Cl:16][CH2:17][C:18](Cl)=[O:19]. Product: [Br:1][C:2]1[CH:8]=[CH:7][C:5]([NH:6][C:18](=[O:19])[CH2:17][Cl:16])=[CH:4][CH:3]=1. The catalyst class is: 4. (4) The catalyst class is: 3. Reactant: [Br:1][C:2]1[N:7]=[CH:6][C:5]([OH:8])=[C:4]([CH3:9])[CH:3]=1.[N+](C1C=CC(S(O[CH2:23][C@H:24]2[CH2:26][C:25]2([F:28])[F:27])(=O)=O)=CC=1)([O-])=O.[H-].[Na+]. Product: [Br:1][C:2]1[CH:3]=[C:4]([CH3:9])[C:5]([O:8][CH2:23][C@H:24]2[CH2:26][C:25]2([F:28])[F:27])=[CH:6][N:7]=1. (5) Reactant: N[C:2]1[N:7]=[CH:6][N:5]=[C:4]([O:8][C:9]2[CH:14]=[CH:13][C:12]([NH:15][C:16]([NH:18][C:19](=[O:28])[CH2:20][C:21]3[CH:26]=[CH:25][C:24]([F:27])=[CH:23][CH:22]=3)=[S:17])=[CH:11][C:10]=2[F:29])[CH:3]=1.F[C:31]1C=CC(CC(N=C=S)=O)=CC=1. Product: [NH2:5][C:6]1[CH:31]=[C:4]([O:8][C:9]2[CH:14]=[CH:13][C:12]([NH:15][C:16]([NH:18][C:19](=[O:28])[CH2:20][C:21]3[CH:26]=[CH:25][C:24]([F:27])=[CH:23][CH:22]=3)=[S:17])=[CH:11][C:10]=2[F:29])[CH:3]=[CH:2][N:7]=1. The catalyst class is: 2. (6) Product: [CH2:31]([N:11]1[C:12]2[C:17](=[CH:16][C:15]([C:19]([N:21]3[CH2:22][CH2:23][N:24]([CH:27]([CH3:28])[CH3:29])[CH2:25][CH2:26]3)=[O:20])=[CH:14][CH:13]=2)[CH:18]=[C:10]1[C:8]([N:5]1[CH2:6][CH2:7][C:2]([F:1])([F:30])[CH2:3][CH2:4]1)=[O:9])[C:32]1[CH:37]=[CH:36][CH:35]=[CH:34][CH:33]=1. Reactant: [F:1][C:2]1([F:30])[CH2:7][CH2:6][N:5]([C:8]([C:10]2[NH:11][C:12]3[C:17]([CH:18]=2)=[CH:16][C:15]([C:19]([N:21]2[CH2:26][CH2:25][N:24]([CH:27]([CH3:29])[CH3:28])[CH2:23][CH2:22]2)=[O:20])=[CH:14][CH:13]=3)=[O:9])[CH2:4][CH2:3]1.[CH2:31](O)[C:32]1[CH:37]=[CH:36][CH:35]=[CH:34][CH:33]=1.C1(P(=CC#N)(C2C=CC=CC=2)C2C=CC=CC=2)C=CC=CC=1. The catalyst class is: 11. (7) Reactant: [F:1][C:2]([F:17])([F:16])[C:3]1[CH:11]=[C:10]([C:12]([F:15])([F:14])[F:13])[CH:9]=[CH:8][C:4]=1[C:5]([OH:7])=O.ON1[C:23]2C=CC=C[C:22]=2N=N1.Cl.C(N=C=NCCCN(C)C)C.Cl.Cl.[CH3:42][NH:43][C:44]1=[N:45][C:46](=[O:56])[S:47]/[C:48]/1=[CH:49]\[CH:50]1[CH2:55][CH2:54][NH:53][CH2:52][CH2:51]1. Product: [F:16][C:2]([F:1])([F:17])[C:3]1[CH:11]=[C:10]([C:12]([F:15])([F:14])[F:13])[CH:9]=[CH:8][C:4]=1[C:5]([N:53]1[CH2:54][CH2:55][CH:50](/[CH:49]=[C:48]2/[C:44]([NH:43][CH2:42][C:22]#[CH:23])=[N:45][C:46](=[O:56])[S:47]/2)[CH2:51][CH2:52]1)=[O:7]. The catalyst class is: 851. (8) Reactant: [C:1]([CH2:3][C:4]([NH2:6])=[S:5])#[N:2].[F:7]CC(C1C=CC=CC=1)=O.[C:17]([O-])(=O)[CH3:18].[NH4+].C(O)(=O)C.[CH:26]1[CH:31]=[CH:30][CH:29]=[CH:28][CH:27]=1. The catalyst class is: 13. Product: [C:1]([C:3](=[C:17]([C:26]1[CH:31]=[CH:30][CH:29]=[C:28]([F:7])[CH:27]=1)[CH3:18])[C:4](=[S:5])[NH2:6])#[N:2]. (9) Reactant: C[Al](C)C.[CH3:5][S:6]([C:9]1[CH:18]=[CH:17][C:12]2[N:13]=[C:14]([NH2:16])[S:15][C:11]=2[CH:10]=1)(=[O:8])=[O:7].CCN(C(C)C)C(C)C.[Cl:28][C:29]1[CH:39]=[CH:38][C:37]([N+:40]([O-:42])=[O:41])=[CH:36][C:30]=1[C:31]([N:33]=[C:34]=[O:35])=[O:32]. Product: [Cl:28][C:29]1[CH:39]=[CH:38][C:37]([N+:40]([O-:42])=[O:41])=[CH:36][C:30]=1[C:31]([NH:33][C:34](=[O:35])[NH:16][C:14]1[S:15][C:11]2[CH:10]=[C:9]([S:6]([CH3:5])(=[O:7])=[O:8])[CH:18]=[CH:17][C:12]=2[N:13]=1)=[O:32]. The catalyst class is: 26.